Dataset: Full USPTO retrosynthesis dataset with 1.9M reactions from patents (1976-2016). Task: Predict the reactants needed to synthesize the given product. Given the product [N:18]1[CH:17]=[N:16][N:14]2[CH:15]=[C:10]([C:8]3[O:9][C:5]4([CH2:27][CH2:28][CH:2]([NH:1][S:44]([CH3:43])(=[O:46])=[O:45])[CH2:3][CH2:4]4)[C:6](=[O:26])[C:7]=3[C:19]3[CH:20]=[C:21]([CH3:25])[CH:22]=[CH:23][CH:24]=3)[CH:11]=[CH:12][C:13]=12, predict the reactants needed to synthesize it. The reactants are: [NH2:1][CH:2]1[CH2:28][CH2:27][C:5]2([O:9][C:8]([C:10]3[CH:11]=[CH:12][C:13]4[N:14]([N:16]=[CH:17][N:18]=4)[CH:15]=3)=[C:7]([C:19]3[CH:20]=[C:21]([CH3:25])[CH:22]=[CH:23][CH:24]=3)[C:6]2=[O:26])[CH2:4][CH2:3]1.C(N(CC)C(C)C)(C)C.O1CCCC1.[CH3:43][S:44](Cl)(=[O:46])=[O:45].